From a dataset of Reaction yield outcomes from USPTO patents with 853,638 reactions. Predict the reaction yield, written as a fraction of the theoretical maximum amount of product (1.0 means a 100% yield; for example, 0.34 means a 34% yield). (1) The reactants are [OH:1][C:2]1[CH:3]=[C:4]([CH:7]=[CH:8][CH:9]=1)[CH:5]=[O:6].[BH4-].[Na+]. The catalyst is C(O)C. The product is [OH:6][CH2:5][C:4]1[CH:3]=[C:2]([OH:1])[CH:9]=[CH:8][CH:7]=1. The yield is 0.700. (2) No catalyst specified. The product is [CH3:13][C:11]1[CH:12]=[C:7]([C:26]2[C:25]3[NH:1][C:2]4[C:19](=[CH:20][CH:5]=[CH:4][CH:3]=4)[C:18]=3[CH:17]=[CH:16][CH:15]=2)[CH:8]=[C:9]([CH3:14])[CH:10]=1. The yield is 0.990. The reactants are [NH:1]1[CH:5]=[CH:4][CH:3]=[CH:2]1.I[C:7]1[CH:8]=[C:9]([CH3:14])[CH:10]=[C:11]([CH3:13])[CH:12]=1.[CH3:15][CH2:16][CH2:17][CH2:18][CH2:19][CH3:20].C(O[CH2:25][CH3:26])(=O)C. (3) The reactants are Cl[C:2]1[C:3]2[CH:10]=[CH:9][NH:8][C:4]=2[N:5]=[CH:6][N:7]=1.[F:11][C:12]1[C:17](B(O)O)=[CH:16][CH:15]=[CH:14][N:13]=1.C(=O)([O-])[O-].[Na+].[Na+]. The catalyst is COCCOC.C1C=CC([P]([Pd]([P](C2C=CC=CC=2)(C2C=CC=CC=2)C2C=CC=CC=2)([P](C2C=CC=CC=2)(C2C=CC=CC=2)C2C=CC=CC=2)[P](C2C=CC=CC=2)(C2C=CC=CC=2)C2C=CC=CC=2)(C2C=CC=CC=2)C2C=CC=CC=2)=CC=1. The product is [F:11][C:12]1[C:17]([C:2]2[C:3]3[CH:10]=[CH:9][NH:8][C:4]=3[N:5]=[CH:6][N:7]=2)=[CH:16][CH:15]=[CH:14][N:13]=1. The yield is 0.170. (4) The reactants are [OH:1][C@@:2]1([C:9]#[C:10][C:11]2[CH:12]=[C:13]([C:17]3[C:18]4[S:30][CH:29]=[CH:28][C:19]=4[N:20]=[C:21]([C:23]([O:25]CC)=O)[N:22]=3)[CH:14]=[CH:15][CH:16]=2)[CH2:6][CH2:5][N:4]([CH3:7])[C:3]1=[O:8].[NH3:31]. The catalyst is CO. The product is [OH:1][C@@:2]1([C:9]#[C:10][C:11]2[CH:12]=[C:13]([C:17]3[C:18]4[S:30][CH:29]=[CH:28][C:19]=4[N:20]=[C:21]([C:23]([NH2:31])=[O:25])[N:22]=3)[CH:14]=[CH:15][CH:16]=2)[CH2:6][CH2:5][N:4]([CH3:7])[C:3]1=[O:8]. The yield is 0.450. (5) The reactants are [N:1]1[CH:6]=[CH:5][C:4]([CH2:7][OH:8])=[CH:3][CH:2]=1.[N:9]1([C:14](N2C=CN=C2)=[O:15])[CH:13]=[CH:12][N:11]=[CH:10]1. The catalyst is C(Cl)Cl. The product is [N:9]1([C:14]([O:8][CH2:7][C:4]2[CH:5]=[CH:6][N:1]=[CH:2][CH:3]=2)=[O:15])[CH:13]=[CH:12][N:11]=[CH:10]1. The yield is 0.810. (6) The reactants are [CH3:1][CH:2]1[CH2:7][O:6][C:5]2[CH:8]=[CH:9][C:10]([CH2:12][CH2:13][CH:14]=O)=[N:11][C:4]=2[NH:3]1.[NH:16]=[C:17]1[C:22]([CH3:23])=[N:21][CH:20]=[C:19]([CH3:24])[N:18]1[NH3+:25].CC1C=C(C)C=C(C)C=1S([O-])(=O)=O.C(N(CC)CC)C. The catalyst is C(#N)C. The product is [CH3:24][C:19]1[N:18]2[N:25]=[C:14]([CH2:13][CH2:12][C:10]3[CH:9]=[CH:8][C:5]4[O:6][CH2:7][CH:2]([CH3:1])[NH:3][C:4]=4[N:11]=3)[N:16]=[C:17]2[C:22]([CH3:23])=[N:21][CH:20]=1. The yield is 0.230.